From a dataset of Full USPTO retrosynthesis dataset with 1.9M reactions from patents (1976-2016). Predict the reactants needed to synthesize the given product. (1) Given the product [Cl:23][CH:7]([CH:1]1[CH2:6][CH2:5][CH2:4][CH2:3][CH2:2]1)[C:8]1[O:9][C:10]2[CH:17]=[CH:16][C:15]([C:18]#[N:19])=[CH:14][C:11]=2[C:12]=1[CH3:13], predict the reactants needed to synthesize it. The reactants are: [CH:1]1([CH:7](O)[C:8]2[O:9][C:10]3[CH:17]=[CH:16][C:15]([C:18]#[N:19])=[CH:14][C:11]=3[C:12]=2[CH3:13])[CH2:6][CH2:5][CH2:4][CH2:3][CH2:2]1.S(Cl)([Cl:23])=O.C(=O)([O-])O.[Na+]. (2) The reactants are: Cl.Cl.[NH2:3][C:4]1[C:13]2[N:14]=[C:15]([CH2:25][CH3:26])[N:16]([CH2:17][C:18]3([OH:24])[CH2:23][CH2:22][NH:21][CH2:20][CH2:19]3)[C:12]=2[C:11]2[N:10]=[CH:9][CH:8]=[CH:7][C:6]=2[N:5]=1.[OH-].[Na+]. Given the product [NH2:3][C:4]1[C:13]2[N:14]=[C:15]([CH2:25][CH3:26])[N:16]([CH2:17][C:18]3([OH:24])[CH2:23][CH2:22][NH:21][CH2:20][CH2:19]3)[C:12]=2[C:11]2[N:10]=[CH:9][CH:8]=[CH:7][C:6]=2[N:5]=1, predict the reactants needed to synthesize it. (3) Given the product [NH2:44][CH2:43][CH2:42][N:41]([CH3:40])[C:16]1[N:17]=[C:18]([C:19]2[CH:20]=[C:21]([CH:32]=[CH:33][C:34]=2[CH3:35])[C:22]([NH:24][C:25]2[CH:30]=[CH:29][C:28]([F:31])=[CH:27][CH:26]=2)=[O:23])[C:13]2[CH:12]=[CH:11][C:10](=[O:39])[N:9]([C:3]3[C:2]([F:1])=[CH:7][CH:6]=[CH:5][C:4]=3[F:8])[C:14]=2[N:15]=1, predict the reactants needed to synthesize it. The reactants are: [F:1][C:2]1[CH:7]=[CH:6][CH:5]=[C:4]([F:8])[C:3]=1[N:9]1[C:14]2[N:15]=[C:16](S(C)=O)[N:17]=[C:18]([C:19]3[CH:20]=[C:21]([CH:32]=[CH:33][C:34]=3[CH3:35])[C:22]([NH:24][C:25]3[CH:30]=[CH:29][C:28]([F:31])=[CH:27][CH:26]=3)=[O:23])[C:13]=2[CH:12]=[CH:11][C:10]1=[O:39].[CH3:40][NH:41][CH2:42][CH2:43][NH2:44]. (4) The reactants are: Cl.C(O[CH2:6][CH2:7][C@@H:8]([C:10]([OH:12])=O)[NH2:9])(=O)C.[C:13](=[O:16])([O-])O.[Na+].ClC(O[CH2:22][C:23]1[CH:28]=[CH:27][CH:26]=[CH:25][CH:24]=1)=O.C(=O)([O-])[O-].[Na+].[Na+].C(N(CC)CC)C.C(Cl)(=O)C(C)(C)C.[NH2:49][C:50]1[CH:57]=[CH:56][C:53]([C:54]#[N:55])=[CH:52][CH:51]=1.Cl.S(Cl)(C)(=O)=O.[OH-:64].[Na+]. Given the product [CH2:22]([O:64][C:13]([C:8]1([NH2:9])[CH2:7][CH2:6][N:49]([C:50]2[CH:57]=[CH:56][C:53]([C:54]#[N:55])=[CH:52][CH:51]=2)[C:10]1=[O:12])=[O:16])[C:23]1[CH:28]=[CH:27][CH:26]=[CH:25][CH:24]=1, predict the reactants needed to synthesize it.